Dataset: Merck oncology drug combination screen with 23,052 pairs across 39 cell lines. Task: Regression. Given two drug SMILES strings and cell line genomic features, predict the synergy score measuring deviation from expected non-interaction effect. Drug 1: O=c1[nH]cc(F)c(=O)[nH]1. Drug 2: O=C(CCCCCCC(=O)Nc1ccccc1)NO. Cell line: NCIH2122. Synergy scores: synergy=10.7.